From a dataset of Full USPTO retrosynthesis dataset with 1.9M reactions from patents (1976-2016). Predict the reactants needed to synthesize the given product. (1) Given the product [CH3:1][N:2]([CH3:6])[CH2:3][CH2:4][NH:5][C:8]1[CH:13]=[CH:12][C:11]([NH:14][C:15]([NH:17][C:18]2[CH:19]=[CH:20][C:21]([O:24][C:25]3[CH:30]=[CH:29][CH:28]=[CH:27][CH:26]=3)=[CH:22][CH:23]=2)=[O:16])=[CH:10][C:9]=1[N+:31]([O-:33])=[O:32], predict the reactants needed to synthesize it. The reactants are: [CH3:1][N:2]([CH3:6])[CH2:3][CH2:4][NH2:5].F[C:8]1[CH:13]=[CH:12][C:11]([NH:14][C:15]([NH:17][C:18]2[CH:23]=[CH:22][C:21]([O:24][C:25]3[CH:30]=[CH:29][CH:28]=[CH:27][CH:26]=3)=[CH:20][CH:19]=2)=[O:16])=[CH:10][C:9]=1[N+:31]([O-:33])=[O:32].ClCCl.C(=O)([O-])[O-].[Na+].[Na+]. (2) Given the product [C:15]([C:12]1[CH:11]=[N:10][C:9]([C:6]2[CH:7]=[CH:8][C:3]([O:2][CH3:1])=[CH:4][CH:5]=2)=[CH:14][N:13]=1)#[CH:16], predict the reactants needed to synthesize it. The reactants are: [CH3:1][O:2][C:3]1[CH:8]=[CH:7][C:6]([C:9]2[CH:14]=[N:13][C:12]([C:15]#[C:16][Si](C)(C)C)=[CH:11][N:10]=2)=[CH:5][CH:4]=1.CCCC[N+](CCCC)(CCCC)CCCC.[F-]. (3) The reactants are: [C:1]([NH:22][C@H:23]([C:30]([OH:32])=[O:31])[CH2:24][O:25][P:26]([OH:29])([OH:28])=[O:27])(=[O:21])[CH2:2][CH2:3][CH2:4]/[CH:5]=[CH:6]\[CH2:7][CH:8]=[CH:9][CH2:10][CH:11]=[CH:12][CH2:13][CH:14]=[CH:15][CH2:16][CH2:17][CH2:18][CH2:19][CH3:20].Cl.[CH3:34]OC(=O)[C@H]([C@@H](C)O)N. Given the product [C:1]([NH:22][C@H:23]([C:30]([OH:32])=[O:31])[C@@H:24]([CH3:34])[O:25][P:26]([OH:29])([OH:28])=[O:27])(=[O:21])[CH2:2][CH2:3][CH2:4]/[CH:5]=[CH:6]\[CH2:7][CH:8]=[CH:9][CH2:10][CH:11]=[CH:12][CH2:13][CH:14]=[CH:15][CH2:16][CH2:17][CH2:18][CH2:19][CH3:20], predict the reactants needed to synthesize it. (4) Given the product [CH2:1]1[C:9]2[C:4](=[CH:5][C:6]([O:10][CH2:11][CH:13]3[CH2:14][O:15]3)=[CH:7][CH:8]=2)[CH2:3][CH2:2]1, predict the reactants needed to synthesize it. The reactants are: [CH2:1]1[C:9]2[C:4](=[CH:5][C:6]([OH:10])=[CH:7][CH:8]=2)[CH2:3][CH2:2]1.[CH2:11]([CH:13]1[O:15][CH2:14]1)Cl. (5) The reactants are: C1(P(C2C=CC=CC=2)C2C=CC=CC=2)C=CC=CC=1.[C:20]([Br:24])(Br)(Br)[Br:21].O=[C:26]1[CH2:31][CH2:30][N:29]([C:32]([O:34][C:35]([CH3:38])([CH3:37])[CH3:36])=[O:33])[CH2:28][CH2:27]1. Given the product [Br:21][C:20]([Br:24])=[C:26]1[CH2:31][CH2:30][N:29]([C:32]([O:34][C:35]([CH3:38])([CH3:37])[CH3:36])=[O:33])[CH2:28][CH2:27]1, predict the reactants needed to synthesize it. (6) Given the product [Cl:1][C:2]1[CH:3]=[C:4]([CH:9]2[C:18]3[C:13](=[CH:14][C:15]([C:41]4[N:42]=[CH:43][C:44]([NH2:47])=[N:45][CH:46]=4)=[CH:16][CH:17]=3)[CH2:12][N:11]([S:28]([C:31]3[CH:36]=[CH:35][CH:34]=[CH:33][C:32]=3[N+:37]([O-:39])=[O:38])(=[O:29])=[O:30])[CH2:10]2)[CH:5]=[CH:6][C:7]=1[Cl:8], predict the reactants needed to synthesize it. The reactants are: [Cl:1][C:2]1[CH:3]=[C:4]([CH:9]2[C:18]3[C:13](=[CH:14][C:15](B4OC(C)(C)C(C)(C)O4)=[CH:16][CH:17]=3)[CH2:12][N:11]([S:28]([C:31]3[CH:36]=[CH:35][CH:34]=[CH:33][C:32]=3[N+:37]([O-:39])=[O:38])(=[O:30])=[O:29])[CH2:10]2)[CH:5]=[CH:6][C:7]=1[Cl:8].Br[C:41]1[N:42]=[CH:43][C:44]([NH2:47])=[N:45][CH:46]=1.C(=O)([O-])[O-].[Cs+].[Cs+]. (7) The reactants are: [Br:1][C:2]1[CH:7]=[C:6]([C:8](=[O:13])N(OC)C)[CH:5]=[CH:4][C:3]=1[NH:14][C:15](=[O:21])[O:16][C:17]([CH3:20])([CH3:19])[CH3:18].[Cl:22][C:23]1[CH:28]=[CH:27][C:26]([Mg]Br)=[CH:25][CH:24]=1. Given the product [Br:1][C:2]1[CH:7]=[C:6]([C:8]([C:26]2[CH:27]=[CH:28][C:23]([Cl:22])=[CH:24][CH:25]=2)=[O:13])[CH:5]=[CH:4][C:3]=1[NH:14][C:15](=[O:21])[O:16][C:17]([CH3:18])([CH3:19])[CH3:20], predict the reactants needed to synthesize it.